From a dataset of Peptide-MHC class I binding affinity with 185,985 pairs from IEDB/IMGT. Regression. Given a peptide amino acid sequence and an MHC pseudo amino acid sequence, predict their binding affinity value. This is MHC class I binding data. The peptide sequence is IEELRRHLL. The MHC is HLA-A03:01 with pseudo-sequence HLA-A03:01. The binding affinity (normalized) is 0.